Dataset: Forward reaction prediction with 1.9M reactions from USPTO patents (1976-2016). Task: Predict the product of the given reaction. (1) Given the reactants Br[C:2]1[CH:3]=[C:4]([S:8]([C:11]2[CH:12]=[C:13]3[C:18](=[C:19]([CH3:21])[CH:20]=2)[N:17]=[CH:16][C:15]([C:22]([NH2:24])=[O:23])=[C:14]3[NH:25][C:26]2[CH:31]=[CH:30][CH:29]=[C:28]([O:32][CH3:33])[CH:27]=2)(=[O:10])=[O:9])[CH:5]=[CH:6][CH:7]=1.[OH:34][CH2:35][C:36]1[CH:41]=[CH:40][C:39](B(O)O)=[CH:38][CH:37]=1.C([O-])([O-])=O.[Na+].[Na+].C(Cl)(Cl)Cl, predict the reaction product. The product is: [OH:34][CH2:35][C:36]1[CH:41]=[CH:40][C:39]([C:2]2[CH:7]=[CH:6][CH:5]=[C:4]([S:8]([C:11]3[CH:12]=[C:13]4[C:18](=[C:19]([CH3:21])[CH:20]=3)[N:17]=[CH:16][C:15]([C:22]([NH2:24])=[O:23])=[C:14]4[NH:25][C:26]3[CH:31]=[CH:30][CH:29]=[C:28]([O:32][CH3:33])[CH:27]=3)(=[O:10])=[O:9])[CH:3]=2)=[CH:38][CH:37]=1. (2) Given the reactants [CH3:1][C:2]1[O:6][C:5]([C:7]2[CH:12]=[CH:11][CH:10]=[CH:9][CH:8]=2)=[N:4][C:3]=1[CH2:13][O:14][C:15]1[CH:16]=[C:17]([O:21]C(=O)C)[CH:18]=[CH:19][CH:20]=1.[OH-].[Na+], predict the reaction product. The product is: [CH3:1][C:2]1[O:6][C:5]([C:7]2[CH:8]=[CH:9][CH:10]=[CH:11][CH:12]=2)=[N:4][C:3]=1[CH2:13][O:14][C:15]1[CH:16]=[C:17]([OH:21])[CH:18]=[CH:19][CH:20]=1. (3) Given the reactants [Cl:1][C:2]1[CH:3]=[C:4]2[N:25]=[C:24]([O:26][C@H:27]3[C@H:31]4[O:32][CH2:33][C@@H:34]([OH:35])[C@H:30]4[O:29][CH2:28]3)[N:23]([CH2:36][O:37][CH2:38][CH2:39][Si:40]([CH3:43])([CH3:42])[CH3:41])[C:5]2=[N:6][C:7]=1[C:8]1[CH:13]=[CH:12][C:11](B2OC(C)(C)C(C)(C)O2)=[CH:10][CH:9]=1.[C:44]([N:46]=[S:47]([CH3:56])([C:49]1[CH:54]=[CH:53][C:52](Br)=[CH:51][CH:50]=1)=[O:48])#[N:45].C(N=S(C)C1C=CC(Br)=CC=1)#N, predict the reaction product. The product is: [Cl:1][C:2]1[CH:3]=[C:4]2[N:25]=[C:24]([O:26][C@@H:27]3[CH2:28][O:29][C@@H:30]4[C@H:34]([OH:35])[CH2:33][O:32][C@H:31]34)[N:23]([CH2:36][O:37][CH2:38][CH2:39][Si:40]([CH3:42])([CH3:43])[CH3:41])[C:5]2=[N:6][C:7]=1[C:8]1[CH:13]=[CH:12][C:11]([C:52]2[CH:53]=[CH:54][C:49]([S:47]([CH3:56])(=[N:46][C:44]#[N:45])=[O:48])=[CH:50][CH:51]=2)=[CH:10][CH:9]=1. (4) Given the reactants B1C2CCCC1CCC2.[CH2:10]([O:12][C@@H:13]([CH2:19][C:20]1[CH:25]=[CH:24][C:23]([CH:26]=[CH2:27])=[CH:22][CH:21]=1)[C:14]([O:16][CH2:17][CH3:18])=[O:15])[CH3:11].O.O.C[N+]([O-:34])(C)C, predict the reaction product. The product is: [CH2:10]([O:12][C@@H:13]([CH2:19][C:20]1[CH:21]=[CH:22][C:23]([CH2:26][CH2:27][OH:34])=[CH:24][CH:25]=1)[C:14]([O:16][CH2:17][CH3:18])=[O:15])[CH3:11]. (5) Given the reactants [C:1]([O:5][C:6]([N:8]1[CH2:13][CH2:12][N:11]([CH2:14][C:15]2[N:23]3[C:18]([C:19]([NH2:24])=[N:20][CH:21]=[N:22]3)=[CH:17][CH:16]=2)[CH2:10][CH2:9]1)=[O:7])([CH3:4])([CH3:3])[CH3:2].CC(O)C.C(=O)=O.[Br:32]N1C(C)(C)C(=O)N(Br)C1=O, predict the reaction product. The product is: [C:1]([O:5][C:6]([N:8]1[CH2:9][CH2:10][N:11]([CH2:14][C:15]2[N:23]3[C:18]([C:19]([NH2:24])=[N:20][CH:21]=[N:22]3)=[C:17]([Br:32])[CH:16]=2)[CH2:12][CH2:13]1)=[O:7])([CH3:4])([CH3:2])[CH3:3]. (6) Given the reactants O1CCOC[CH2:2]1.[Ca+2].C(=O)([O-])[O-].[F:12][C:13]1[C:14]([C:22](=[O:33])[C:23]2[CH:28]=[CH:27][C:26]([O:29][CH2:30][CH2:31]C)=[CH:25][CH:24]=2)=[C:15]([OH:21])[CH:16]=[C:17]([CH2:19][OH:20])[CH:18]=1, predict the reaction product. The product is: [F:12][C:13]1[C:14]([C:22](=[O:33])[C:23]2[CH:28]=[CH:27][C:26]([O:29][CH:30]([CH3:31])[CH3:2])=[CH:25][CH:24]=2)=[C:15]([OH:21])[CH:16]=[C:17]([CH2:19][OH:20])[CH:18]=1. (7) Given the reactants [CH3:1][CH:2]1[CH2:7][CH2:6][CH2:5][N:4]([C:8]2[O:9][C:10]([C:17]([NH:19][C:20]3[CH:21]=[CH:22][C:23]([N:26]4[CH2:31][CH2:30][N:29]([CH2:32][C:33]5[CH:34]=C(C=CC=5)C(OC)=O)[C:28](=[O:43])C4)=[N:24][CH:25]=3)=[O:18])=[C:11]([C:13]([F:16])([F:15])[F:14])[N:12]=2)[CH2:3]1.ClC([O:47][CH:48]1[CH2:52][CH2:51][CH2:50][CH2:49]1)=O, predict the reaction product. The product is: [CH3:1][CH:2]1[CH2:7][CH2:6][CH2:5][N:4]([C:8]2[O:9][C:10]([C:17]([NH:19][C:20]3[CH:21]=[CH:22][C:23]([N:26]4[CH2:34][CH2:33][CH2:32][N:29]([C:28]([O:47][CH:48]5[CH2:52][CH2:51][CH2:50][CH2:49]5)=[O:43])[CH2:30][CH2:31]4)=[N:24][CH:25]=3)=[O:18])=[C:11]([C:13]([F:16])([F:15])[F:14])[N:12]=2)[CH2:3]1.